This data is from Forward reaction prediction with 1.9M reactions from USPTO patents (1976-2016). The task is: Predict the product of the given reaction. Given the reactants N[C:2]1[CH:3]=[C:4]([CH:8]=[C:9]([O:11][CH2:12][CH2:13][CH2:14][CH2:15][CH2:16][CH3:17])[CH:10]=1)[C:5]([NH2:7])=[O:6].N([O-])=O.[Na+].[OH-].[Na+].[F:24][B-](F)(F)F.[H+], predict the reaction product. The product is: [F:24][C:2]1[CH:3]=[C:4]([CH:8]=[C:9]([O:11][CH2:12][CH2:13][CH2:14][CH2:15][CH2:16][CH3:17])[CH:10]=1)[C:5]([NH2:7])=[O:6].